Dataset: Catalyst prediction with 721,799 reactions and 888 catalyst types from USPTO. Task: Predict which catalyst facilitates the given reaction. Product: [Si:1]([O:8][CH2:9][C:10]1[CH:11]=[C:12]2[C:17](=[N:18][C:19]=1[CH:20]([O:23][CH3:24])[O:21][CH3:22])[N:16]([C:25]([O:26][C:27]1[CH:32]=[CH:31][CH:30]=[CH:29][CH:28]=1)=[O:33])[CH2:15][CH2:14][CH2:13]2)([C:4]([CH3:7])([CH3:6])[CH3:5])([CH3:3])[CH3:2]. The catalyst class is: 1. Reactant: [Si:1]([O:8][CH2:9][C:10]1[CH:11]=[C:12]2[C:17](=[N:18][C:19]=1[CH:20]([O:23][CH3:24])[O:21][CH3:22])[NH:16][CH2:15][CH2:14][CH2:13]2)([C:4]([CH3:7])([CH3:6])[CH3:5])([CH3:3])[CH3:2].[C:25](=O)([O:33]C1C=CC=CC=1)[O:26][C:27]1[CH:32]=[CH:31][CH:30]=[CH:29][CH:28]=1.[Li+].C[Si]([N-][Si](C)(C)C)(C)C.[NH4+].[Cl-].